Dataset: Full USPTO retrosynthesis dataset with 1.9M reactions from patents (1976-2016). Task: Predict the reactants needed to synthesize the given product. (1) Given the product [Cl:60][C:57]1[CH:58]=[C:59]2[C:54](=[CH:55][CH:56]=1)[N:53]([C:9]1[N:18]=[C:17]([NH:7][CH2:1][C:2]3[O:6][CH:5]=[CH:4][CH:3]=3)[C:16]3[C:11](=[CH:12][C:13]([O:22][CH3:23])=[C:14]([O:20][CH3:21])[CH:15]=3)[N:10]=1)[CH:52]=[C:51]2[C:49](=[O:50])[CH2:48][CH2:47][C:46]([OH:61])=[O:45], predict the reactants needed to synthesize it. The reactants are: [CH2:1]([NH2:7])[C:2]1[O:6][CH:5]=[CH:4][CH:3]=1.Cl[C:9]1[N:18]=[C:17](Cl)[C:16]2[C:11](=[CH:12][C:13]([O:22][CH3:23])=[C:14]([O:20][CH3:21])[CH:15]=2)[N:10]=1.ClC1N=C(Cl)C2C(=CC=C(C3OC=CC=3)C=2)N=1.C[Si](C)(C)CC[O:45][C:46](=[O:61])[CH2:47][CH2:48][C:49]([C:51]1[C:59]2[C:54](=[CH:55][CH:56]=[C:57]([Cl:60])[CH:58]=2)[NH:53][CH:52]=1)=[O:50].CCCC[N+](CCCC)(CCCC)CCCC.[F-].Cl. (2) Given the product [Cl:4][C:5]1[CH:6]=[C:7]([C:18](=[O:17])[CH3:19])[CH:10]=[C:11]([Cl:13])[CH:12]=1, predict the reactants needed to synthesize it. The reactants are: CI.[Mg].[Cl:4][C:5]1[CH:6]=[C:7]([CH:10]=[C:11]([Cl:13])[CH:12]=1)C#N.Cl.CC[O:17][CH2:18][CH3:19]. (3) Given the product [OH:9][C:4]1[CH:3]=[C:2]2[C:7](=[CH:6][CH:5]=1)[NH:8][C:16](=[O:17])[C:15]([C:11]1[S:10][CH:14]=[CH:13][CH:12]=1)=[N:1]2, predict the reactants needed to synthesize it. The reactants are: [NH2:1][C:2]1[CH:3]=[C:4]([OH:9])[CH:5]=[CH:6][C:7]=1[NH2:8].[S:10]1[CH:14]=[CH:13][CH:12]=[C:11]1[C:15](=O)[C:16](O)=[O:17]. (4) Given the product [Cl:19][C:20]1[C:21]([O:16][CH2:15][CH:12]2[CH2:11][CH2:10][N:9]([C:7]3[CH:6]=[CH:5][CH:4]=[C:3]([C:2]([F:1])([F:17])[F:18])[N:8]=3)[CH2:14][CH2:13]2)=[CH:22][C:23]([F:33])=[C:24]([CH:32]=1)[C:25]([NH:27][S:28]([CH3:31])(=[O:29])=[O:30])=[O:26], predict the reactants needed to synthesize it. The reactants are: [F:1][C:2]([F:18])([F:17])[C:3]1[N:8]=[C:7]([N:9]2[CH2:14][CH2:13][CH:12]([CH2:15][OH:16])[CH2:11][CH2:10]2)[CH:6]=[CH:5][CH:4]=1.[Cl:19][C:20]1[C:21](F)=[CH:22][C:23]([F:33])=[C:24]([CH:32]=1)[C:25]([NH:27][S:28]([CH3:31])(=[O:30])=[O:29])=[O:26]. (5) Given the product [Cl:53][C:48]1[CH:49]=[CH:50][CH:51]=[CH:52][C:47]=1[CH2:46][C@@H:45]([NH:54][C:12](=[O:14])[C:11]1[CH:10]=[CH:9][C:8]([N:4]2[C:5](=[O:7])[CH2:6][C:2]([CH3:1])=[N:3]2)=[CH:16][CH:15]=1)[C@@H:44]([OH:55])[C:43]([OH:56])=[O:42], predict the reactants needed to synthesize it. The reactants are: [CH3:1][C:2]1[CH2:6][C:5](=[O:7])[N:4]([C:8]2[CH:16]=[CH:15][C:11]([C:12]([OH:14])=O)=[CH:10][CH:9]=2)[N:3]=1.CN(C(ON1N=NC2C=CC=NC1=2)=[N+](C)C)C.F[P-](F)(F)(F)(F)F.C[O:42][C:43](=[O:56])[C@H:44]([OH:55])[C@H:45]([NH2:54])[CH2:46][C:47]1[CH:52]=[CH:51][CH:50]=[CH:49][C:48]=1[Cl:53].CCN(C(C)C)C(C)C.[OH-].[Na+]. (6) Given the product [NH2:1][C@:2]1([C:22]([O:24][CH3:25])=[O:23])[CH2:6][CH2:5][C@H:4]([C:7]2[CH:12]=[CH:11][C:10]([CH2:13][CH2:14][CH2:15][CH2:16][CH2:17][CH2:18][CH2:19][O:20][CH3:21])=[CH:9][CH:8]=2)[CH2:3]1, predict the reactants needed to synthesize it. The reactants are: [NH2:1][C@:2]1([C:22]([O:24][CH3:25])=[O:23])[CH2:6][CH2:5][C@H:4]([C:7]2[CH:12]=[CH:11][C:10]([C:13]#[C:14][CH2:15][CH2:16][CH2:17][CH2:18][CH2:19][O:20][CH3:21])=[CH:9][CH:8]=2)[CH2:3]1.[H][H]. (7) The reactants are: [CH:1]1([C:4]2[C:13]([C:14]3[NH:22][C:17]4[CH:18]=[N:19][CH:20]=[CH:21][C:16]=4[N:15]=3)=[CH:12][C:7]([C:8]([O:10][CH3:11])=[O:9])=[C:6]([CH3:23])[CH:5]=2)[CH2:3][CH2:2]1.[I:24][CH3:25]. Given the product [I-:24].[CH:1]1([C:4]2[CH:5]=[C:6]([CH3:23])[C:7]([C:8]([O:10][CH3:11])=[O:9])=[CH:12][C:13]=2[C:14]2[NH:22][C:17]3[CH:18]=[N+:19]([CH3:25])[CH:20]=[CH:21][C:16]=3[N:15]=2)[CH2:3][CH2:2]1, predict the reactants needed to synthesize it. (8) Given the product [Cl:1][C:13]1[CH:21]=[CH:20][C:19]([I:22])=[CH:18][C:14]=1[C:15]([NH2:17])=[NH:16], predict the reactants needed to synthesize it. The reactants are: [Cl:1]C1C=C(C=C(I)C=1)C(N)=N.F[C:13]1[CH:21]=[CH:20][C:19]([I:22])=[CH:18][C:14]=1[C:15]([NH2:17])=[NH:16].IC1C=C(C=CC=1)C(N)=N. (9) Given the product [NH2:31][C:32]1[N:37]=[C:36]([N:13]2[CH2:14][C@@H:15]([OH:17])[CH2:16][C@H:12]2[C:7]2[N:6]([C:18]3[CH:19]=[CH:20][CH:21]=[CH:22][CH:23]=3)[C:5](=[O:24])[C:4]3[C:9](=[CH:10][CH:11]=[C:2]([F:1])[C:3]=3[C:25]3[CH:26]=[N:27][N:28]([CH3:30])[CH:29]=3)[N:8]=2)[C:35]([C:39]#[N:40])=[C:34]([CH3:41])[N:33]=1, predict the reactants needed to synthesize it. The reactants are: [F:1][C:2]1[C:3]([C:25]2[CH:26]=[N:27][N:28]([CH3:30])[CH:29]=2)=[C:4]2[C:9](=[CH:10][CH:11]=1)[N:8]=[C:7]([C@@H:12]1[CH2:16][C@H:15]([OH:17])[CH2:14][NH:13]1)[N:6]([C:18]1[CH:23]=[CH:22][CH:21]=[CH:20][CH:19]=1)[C:5]2=[O:24].[NH2:31][C:32]1[N:37]=[C:36](Cl)[C:35]([C:39]#[N:40])=[C:34]([CH3:41])[N:33]=1.CCN(C(C)C)C(C)C. (10) Given the product [Cl:1][C:2]1[S:6][C:5]([C:7]([NH:9][CH2:10][C:11]2[N:12]=[N:13][N:14]([C:16]3[CH:21]=[CH:20][C:19]([N:22]([CH3:23])[C:31](=[O:32])[CH2:30][N:29]([CH3:34])[CH3:28])=[CH:18][CH:17]=3)[CH:15]=2)=[O:8])=[CH:4][CH:3]=1, predict the reactants needed to synthesize it. The reactants are: [Cl:1][C:2]1[S:6][C:5]([C:7]([NH:9][CH2:10][C:11]2[N:12]=[N:13][N:14]([C:16]3[CH:21]=[CH:20][C:19]([NH:22][CH3:23])=[CH:18][CH:17]=3)[CH:15]=2)=[O:8])=[CH:4][CH:3]=1.C(=O)([O-])[O-].[CH3:28][N:29]([CH3:34])[CH2:30][C:31](O)=[O:32].O=P(Cl)(Cl)Cl.